From a dataset of Reaction yield outcomes from USPTO patents with 853,638 reactions. Predict the reaction yield, written as a fraction of the theoretical maximum amount of product (1.0 means a 100% yield; for example, 0.34 means a 34% yield). (1) The reactants are COC(=O)[NH:4][C:5]1[S:6][C:7]2[C:13]([C:14]3[CH:19]=[CH:18][N:17]=[C:16]([CH3:20])[CH:15]=3)=[CH:12][CH:11]=[C:10]([O:21][CH3:22])[C:8]=2[N:9]=1.[OH-].[K+].Cl. The catalyst is C(O)CO.O. The product is [CH3:22][O:21][C:10]1[C:8]2[N:9]=[C:5]([NH2:4])[S:6][C:7]=2[C:13]([C:14]2[CH:19]=[CH:18][N:17]=[C:16]([CH3:20])[CH:15]=2)=[CH:12][CH:11]=1. The yield is 0.830. (2) The reactants are [P:1]([O-:8])([O:5][CH2:6][CH3:7])[O:2][CH2:3][CH3:4].[CH2:9]([O:16][C:17]1[C:18]([CH3:26])=[C:19]([CH:24]=[O:25])[CH:20]=[N:21][C:22]=1[CH3:23])[C:10]1[CH:15]=[CH:14][CH:13]=[CH:12][CH:11]=1.C1CCN2C(=NCCC2)CC1. The catalyst is ClCCl. The product is [CH2:3]([O:2][P:1]([CH:24]([C:19]1[CH:20]=[N:21][C:22]([CH3:23])=[C:17]([O:16][CH2:9][C:10]2[CH:15]=[CH:14][CH:13]=[CH:12][CH:11]=2)[C:18]=1[CH3:26])[OH:25])(=[O:8])[O:5][CH2:6][CH3:7])[CH3:4]. The yield is 0.710. (3) The reactants are [Cl:1][C:2]1[N:3]([C@@H:15]2[O:21][C@H:20]([CH2:22][OH:23])[C@@H:18]([OH:19])[C@H:16]2[OH:17])[C:4]2[C:9]([C:10]=1[CH:11]=O)=[CH:8][C:7]([Cl:13])=[C:6]([Cl:14])[CH:5]=2.[CH3:24][C:25]([NH:27][NH2:28])=[O:26].O. The catalyst is CO. The product is [Cl:1][CH:2]1[C:10](=[C:11]=[N:28][NH:27][C:25](=[O:26])[CH3:24])[C:9]2[C:4](=[CH:5][C:6]([Cl:14])=[C:7]([Cl:13])[CH:8]=2)[N:3]1[C@@H:15]1[O:21][C@H:20]([CH2:22][OH:23])[C@@H:18]([OH:19])[C@H:16]1[OH:17]. The yield is 0.560.